From a dataset of Reaction yield outcomes from USPTO patents with 853,638 reactions. Predict the reaction yield, written as a fraction of the theoretical maximum amount of product (1.0 means a 100% yield; for example, 0.34 means a 34% yield). (1) The reactants are [Cl:1][C:2]1[CH:3]=[C:4]([CH:7]=[C:8]([O:11]C)[C:9]=1[OH:10])[CH:5]=[O:6].B(Br)(Br)Br. The catalyst is ClCCl. The product is [Cl:1][C:2]1[CH:3]=[C:4]([CH:7]=[C:8]([OH:11])[C:9]=1[OH:10])[CH:5]=[O:6]. The yield is 0.720. (2) The reactants are [NH:1]1[C@H:10]2[C@H:5]([NH:6][CH2:7][CH2:8][CH2:9]2)[CH2:4][CH2:3][CH2:2]1.CCN(C(C)C)C(C)C.[Cl:20][C:21]1[C:22]([C:28]#[N:29])=[N:23][CH:24]=[C:25](Cl)[N:26]=1.[CH3:30][N:31]([CH3:35])[C:32](Cl)=[O:33]. The catalyst is CN1C(=O)CCC1.CCOC(C)=O. The product is [Cl:20][C:21]1[N:26]=[C:25]([N:1]2[CH2:2][CH2:3][CH2:4][C@@H:5]3[C@H:10]2[CH2:9][CH2:8][CH2:7][N:6]3[C:32]([N:31]([CH3:35])[CH3:30])=[O:33])[CH:24]=[N:23][C:22]=1[C:28]#[N:29]. The yield is 0.190. (3) The reactants are [F:1][C:2]1[CH:25]=[CH:24][C:5]2[N:6]=[C:7]([NH:9][C:10]3[CH:11]=[C:12]([C:16]4[CH:20]=[C:19]([C:21](O)=[O:22])[O:18][N:17]=4)[CH:13]=[CH:14][CH:15]=3)[S:8][C:4]=2[CH:3]=1.Cl.[CH3:27][O:28][C:29](=[O:35])[C@@H:30]([NH2:34])[CH2:31][O:32][CH3:33]. No catalyst specified. The product is [CH3:27][O:28][C:29](=[O:35])[C@@H:30]([NH:34][C:21]([C:19]1[O:18][N:17]=[C:16]([C:12]2[CH:13]=[CH:14][CH:15]=[C:10]([NH:9][C:7]3[S:8][C:4]4[CH:3]=[C:2]([F:1])[CH:25]=[CH:24][C:5]=4[N:6]=3)[CH:11]=2)[CH:20]=1)=[O:22])[CH2:31][O:32][CH3:33]. The yield is 0.680. (4) The reactants are [Cl:1][C:2]1[CH:10]=[CH:9][CH:8]=[C:7]2[C:3]=1[C:4]([C:18](=[O:23])C(F)(F)F)=[CH:5][N:6]2[CH2:11][CH:12]1[CH2:17][CH2:16][CH2:15][CH2:14][O:13]1.[OH-:24].[Na+]. The catalyst is CCO. The product is [Cl:1][C:2]1[CH:10]=[CH:9][CH:8]=[C:7]2[C:3]=1[C:4]([C:18]([OH:23])=[O:24])=[CH:5][N:6]2[CH2:11][CH:12]1[CH2:17][CH2:16][CH2:15][CH2:14][O:13]1. The yield is 0.870. (5) The reactants are [C:1]([C:5]1[CH:10]=[CH:9][CH:8]=[CH:7][C:6]=1[N:11]1[CH2:16][CH2:15][NH:14][CH2:13][CH2:12]1)([CH3:4])([CH3:3])[CH3:2].[C:17]([CH2:19][C:20](O)=[O:21])#[N:18].C(N(CC)CC)C.O=C1N(P(Cl)(N2CCOC2=O)=O)CCO1. The catalyst is C(Cl)Cl. The product is [C:1]([C:5]1[CH:10]=[CH:9][CH:8]=[CH:7][C:6]=1[N:11]1[CH2:16][CH2:15][N:14]([C:20](=[O:21])[CH2:19][C:17]#[N:18])[CH2:13][CH2:12]1)([CH3:4])([CH3:2])[CH3:3]. The yield is 0.580. (6) The reactants are [C:1]([O:10]C)(=O)[C:2]1[C:3](=[CH:5][CH:6]=[CH:7][CH:8]=1)[SH:4].[CH3:12][S:13][C:14]1[CH:15]=[C:16]([CH:19]=[CH:20][N:21]=1)[C:17]#[N:18].C(N(CC)CC)C. The catalyst is C1(C)C=CC=CC=1. The product is [CH3:12][S:13][C:14]1[CH:15]=[C:16]([C:17]2[S:4][C:3]3[CH:5]=[CH:6][CH:7]=[CH:8][C:2]=3[C:1](=[O:10])[N:18]=2)[CH:19]=[CH:20][N:21]=1. The yield is 0.170. (7) The reactants are [Br:1][C:2]1[CH:7]=[CH:6][C:5]([NH:8][C:9]2[C:10]([CH2:25][OH:26])=[CH:11][C:12]3[N:16]([CH2:17][CH2:18][S:19]([CH3:22])(=[O:21])=[O:20])[CH:15]=[N:14][C:13]=3[C:23]=2[F:24])=[C:4]([Cl:27])[CH:3]=1.CC(C)=O. The catalyst is C1COCC1.O=[Mn]=O. The product is [Br:1][C:2]1[CH:7]=[CH:6][C:5]([NH:8][C:9]2[C:10]([CH:25]=[O:26])=[CH:11][C:12]3[N:16]([CH2:17][CH2:18][S:19]([CH3:22])(=[O:21])=[O:20])[CH:15]=[N:14][C:13]=3[C:23]=2[F:24])=[C:4]([Cl:27])[CH:3]=1. The yield is 0.820. (8) The reactants are [CH3:1][C:2]1[CH:12]=[C:11]([CH:13]=[CH2:14])[CH:10]=[CH:9][C:3]=1[C:4]([O:6][CH2:7][CH3:8])=[O:5].Br[CH:16]([C:21]1[CH:26]=[C:25]([Cl:27])[CH:24]=[C:23]([Cl:28])[CH:22]=1)[C:17]([F:20])([F:19])[F:18].N1C=CC=CC=1C1C=CC=CN=1. The catalyst is ClC1C=CC=CC=1Cl.[Cu]Cl. The product is [Cl:27][C:25]1[CH:26]=[C:21]([CH:16]([C:17]([F:20])([F:18])[F:19])/[CH:14]=[CH:13]/[C:11]2[CH:10]=[CH:9][C:3]([C:4]([O:6][CH2:7][CH3:8])=[O:5])=[C:2]([CH3:1])[CH:12]=2)[CH:22]=[C:23]([Cl:28])[CH:24]=1. The yield is 0.400. (9) The reactants are [Br:1][CH2:2][CH2:3][CH2:4][OH:5].C(C1C=CC=C(C(C)(C)C)N=1)(C)(C)C.FC(F)(F)S(OS(C(F)(F)F)(=O)=O)(=O)=O.O[CH2:36][C@H:37]1[CH2:42][CH2:41][C@H:40]([N:43]([CH3:57])[S:44]([C:47]2[CH:52]=[CH:51][C:50]([C:53]([F:56])([F:55])[F:54])=[CH:49][CH:48]=2)(=[O:46])=[O:45])[CH2:39][CH2:38]1. The catalyst is C(Cl)Cl.[N+](C)([O-])=O. The product is [Br:1][CH2:2][CH2:3][CH2:4][O:5][CH2:36][C@H:37]1[CH2:38][CH2:39][C@H:40]([N:43]([CH3:57])[S:44]([C:47]2[CH:48]=[CH:49][C:50]([C:53]([F:56])([F:54])[F:55])=[CH:51][CH:52]=2)(=[O:45])=[O:46])[CH2:41][CH2:42]1. The yield is 0.640. (10) The reactants are [CH3:1][O:2][C:3]([C:5]1[C:13]([NH:14][C:15]2[CH:20]=[CH:19][C:18]([Br:21])=[CH:17][CH:16]=2)=[C:12]([F:22])[C:8]2[N:9]=[CH:10][NH:11][C:7]=2[CH:6]=1)=[O:4].[Cl:23]N1C(=O)CCC1=O. The catalyst is CN(C)C=O. The product is [CH3:1][O:2][C:3]([C:5]1[C:13]([NH:14][C:15]2[CH:20]=[CH:19][C:18]([Br:21])=[CH:17][C:16]=2[Cl:23])=[C:12]([F:22])[C:8]2[N:9]=[CH:10][NH:11][C:7]=2[CH:6]=1)=[O:4]. The yield is 0.870.